This data is from Experimentally validated miRNA-target interactions with 360,000+ pairs, plus equal number of negative samples. The task is: Binary Classification. Given a miRNA mature sequence and a target amino acid sequence, predict their likelihood of interaction. (1) The miRNA is hsa-miR-6504-3p with sequence CAUUACAGCACAGCCAUUCU. The protein sequence of the target gene is MSAFEKPQIIAHIQKGFNYTVFDCKWVPCSAKFVTMGNFARGTGVIQLYEIQHGDLKLLREIEKAKPIKCGTFGATSLQQRYLATGDFGGNLHIWNLEAPEMPVYSVKGHKEIINAIDGIGGLGIGEGAPEIVTGSRDGTVKVWDPRQKDDPVANMEPVQGENKRDCWTVAFGNAYNQEERVVCAGYDNGDIKLFDLRNMALRWETNIKNGVCSLEFDRKDISMNKLVATSLEGKFHVFDMRTQHPTKGFASVSEKAHKSTVWQVRHLPQNRELFLTAGGAGGLHLWKYEYPIQRSKKDS.... Result: 1 (interaction). (2) The miRNA is hsa-miR-6760-5p with sequence CAGGGAGAAGGUGGAAGUGCAGA. The protein sequence of the target gene is MSLVAEAFVSQIAATEPWPENATLYQQLRGEQILLSDNAASLAVQAFLQMCNLPVKVVCRANAEYMSPSGKVPFIHVGNQVVSELGPIVQFVKAKGHSLSDGLDEVQKAEMKAYMELVNNMLLTAELYLQWCDEATVGEITIARYGSPYPWPLNHILAYQKQWEVKRKMKAIGWGNKTLDQVLEDVDQCCQALSQRLGTQPYFFNKQPTELDALVFGHLYTILTTQLTSDELSEKVKNYSNLLAFCRRIEQHYFEDWGKGRLS. Result: 0 (no interaction). (3) The miRNA is mmu-miR-466i-5p with sequence UGUGUGUGUGUGUGUGUGUG. The protein sequence of the target gene is MTLNGGGSGAGGSRGGGQERERRRGSTPWGPAPPLHRRSMPVDERDLQAALTPGALTAAAAGTGTQGPRLDWPEDSEDSLSSGGSDSDESVYKVLLLGAPGVGKSALARIFGGVEDGPEAEAAGHTYDRSIVVDGEEASLMVYDIWEQDGGRWLPGHCMAMGDAYVIVYSVTDKGSFEKASELRVQLRRARQTDDVPIILVGNKSDLVRSREVSVDEGRACAVVFDCKFIETSAALHHNVQALFEGVVRQIRLRRDSKEANARRQAGTRRRESLGKKAKRFLGRIVARNSRKMAFRAKSK.... Result: 0 (no interaction). (4) The miRNA is hsa-miR-4744 with sequence UCUAAAGACUAGACUUCGCUAUG. Result: 0 (no interaction). The protein sequence of the target gene is MEAPAQKAGQGGLPKADAQGASGAREKRPEEPRPLEEDRAGSRPTQKGDLRGAAGGRTTPPGGGSRGCSLGVSPGPGTRHSAGTRPLVREPCGPTSSQNPELVIPEGLQAREGPCRSPARGGDCSRNSCLAWHRGAPAGETPPVCDPCPERIQNHPRTQLCEVHTDCWPCQPGTGAPTCPRTPKPTSRGRNPLVEQPRACACGEAFAWRALRIPQERLQATEEPRPCARCGKRFRPNQQQQAGKSPPVCPECGQTSRPRPIVPDPPAQRLYACDECGKAFTRTSSLLQHQRIHTGERPYE.... (5) The miRNA is mmu-miR-291b-5p with sequence GAUCAAAGUGGAGGCCCUCUCC. The protein sequence of the target gene is MAVGLCVQVLCSLGGWLSLYTSFCCLNKHRSCEWSCRLVTFTHGVLSIGLSAYIGFIDGPWPFTHPGSPNTPLQVHVLCLTLGYFIFDLGWCIYFQSEGPLMLAHHTLSILGIIMALALGESGTEVNAVLFGSEITNPLLQMRWFLRETGHYHSFTGDVVDFLFVALFTGVRIGVGAHLLFCEMVSPTPKWFVKVGGVAMYAVSWCFMVSIWRFAWKKSIKKYHAWRSRRNEERQLRHNGHLKTH. Result: 1 (interaction). (6) The miRNA is hsa-miR-2115-5p with sequence AGCUUCCAUGACUCCUGAUGGA. The protein sequence of the target gene is MKLKEVDRTAMQAWSPAQNHPIYLATGTSAQQLDATFSTNASLEIFELDLSDPSLDMKSCATFSSSHRYHKLIWGPYKMDSKGDVSGVLIAGGENGNIILYDPSKIIAGDKEVVIAQNDKHTGPVRALDVNIFQTNLVASGANESEIYIWDLNNFATPMTPGAKTQPPEDISCIAWNRQVQHILASASPSGRATVWDLRKNEPIIKVSDHSNRMHCSGLAWHPDVATQMVLASEDDRLPVIQMWDLRFASSPLRVLENHARGILAIAWSMADPELLLSCGKDAKILCSNPNTGEVLYELP.... Result: 0 (no interaction). (7) The miRNA is mmu-miR-690 with sequence AAAGGCUAGGCUCACAACCAAA. The protein sequence of the target gene is METKENRWVPVTVLPGCVGCRTVAALASWTVRDVKERIFAETGFPVSEQRLWRGGRELSDWIKIGDLTSKNCHLFVNLQSKGLKGGGRFGQTTPPLVDFLKDILRRYPEGGQILKELIQNAEDAGATEVKFLYDETQYGTETLWSKDMAPYQGPALYVYNNAVFTPEDWHGIQEIARSRKKDDPLKVGRFGIGFNSVYHITDVPCIFSGDQIGMLDPHQTLFGPHESGQCWNLKDDSKEISELSDQFAPFVGIFGSTKETFINGNFPGTFFRFPLRLQPSQLSSNLYNKQKVLELFESFR.... Result: 0 (no interaction).